From a dataset of Catalyst prediction with 721,799 reactions and 888 catalyst types from USPTO. Predict which catalyst facilitates the given reaction. (1) Reactant: [NH2:1][C:2]1[CH:7]=[CH:6][C:5]([N:8]([CH2:16][CH2:17][N:18]2[CH2:23][CH2:22][N:21]([CH3:24])[CH2:20][CH2:19]2)[C:9](=O)OC(C)(C)C)=[C:4]([O:25][CH3:26])[CH:3]=1.O1CCCC1.[H-].[Al+3].[Li+].[H-].[H-].[H-].[OH-].[Na+]. Product: [CH3:26][O:25][C:4]1[CH:3]=[C:2]([NH2:1])[CH:7]=[CH:6][C:5]=1[N:8]([CH3:9])[CH2:16][CH2:17][N:18]1[CH2:19][CH2:20][N:21]([CH3:24])[CH2:22][CH2:23]1. The catalyst class is: 6. (2) Reactant: [N+:1]([O-:4])(O)=[O:2].[Br:5][C:6]1[N:11]2[N:12]=[C:13]([CH2:15][CH3:16])[CH:14]=[C:10]2[CH:9]=[CH:8][CH:7]=1. Product: [Br:5][C:6]1[N:11]2[N:12]=[C:13]([CH2:15][CH3:16])[C:14]([N+:1]([O-:4])=[O:2])=[C:10]2[CH:9]=[CH:8][CH:7]=1. The catalyst class is: 65. (3) Reactant: [CH2:1]1[C:5]2([CH2:9][CH2:8][CH2:7][CH2:6]2)[CH2:4][CH2:3][N:2]1[C:10]1[CH:52]=[CH:51][C:13]([C:14]([NH:16][S:17]([C:20]2[CH:25]=[CH:24][C:23]([NH:26][C@@H:27]([CH2:40][S:41][C:42]3[CH:47]=[CH:46][CH:45]=[CH:44][CH:43]=3)[CH2:28][CH2:29][CH2:30][CH2:31][NH:32]C(=O)OC(C)(C)C)=[C:22]([N+:48]([O-:50])=[O:49])[CH:21]=2)(=[O:19])=[O:18])=[O:15])=[CH:12][CH:11]=1.Cl. Product: [NH2:32][CH2:31][CH2:30][CH2:29][CH2:28][C@@H:27]([NH:26][C:23]1[CH:24]=[CH:25][C:20]([S:17]([NH:16][C:14](=[O:15])[C:13]2[CH:12]=[CH:11][C:10]([N:2]3[CH2:3][CH2:4][C:5]4([CH2:9][CH2:8][CH2:7][CH2:6]4)[CH2:1]3)=[CH:52][CH:51]=2)(=[O:19])=[O:18])=[CH:21][C:22]=1[N+:48]([O-:50])=[O:49])[CH2:40][S:41][C:42]1[CH:47]=[CH:46][CH:45]=[CH:44][CH:43]=1. The catalyst class is: 12. (4) Reactant: [C:1]([C:3]1[S:4][C:5]([C:9]([O:11][CH2:12][CH3:13])=[O:10])=[C:6]([CH3:8])[N:7]=1)#[CH:2].C(N(CC)C(C)C)(C)C.[CH2:23]([N:30]=[N+:31]=[N-:32])[C:24]1[CH:29]=[CH:28][CH:27]=[CH:26][CH:25]=1. Product: [CH2:23]([N:30]1[CH:2]=[C:1]([C:3]2[S:4][C:5]([C:9]([O:11][CH2:12][CH3:13])=[O:10])=[C:6]([CH3:8])[N:7]=2)[N:32]=[N:31]1)[C:24]1[CH:29]=[CH:28][CH:27]=[CH:26][CH:25]=1. The catalyst class is: 804. (5) Reactant: [CH3:1][C:2]1[C:6]([CH2:7][N:8]2[CH:12]=[C:11]([N:13]3[C:17](=[O:18])[CH:16]([CH2:19][C:20]([OH:22])=O)[NH:15][C:14]3=[O:23])[CH:10]=[N:9]2)=[C:5]([CH3:24])[O:4][N:3]=1.[NH2:25][C:26]1[CH:31]=[CH:30][CH:29]=[CH:28][CH:27]=1.C(N(CC)CC)C. Product: [CH3:1][C:2]1[C:6]([CH2:7][N:8]2[CH:12]=[C:11]([N:13]3[C:17](=[O:18])[CH:16]([CH2:19][C:20]([NH:25][C:26]4[CH:31]=[CH:30][CH:29]=[CH:28][CH:27]=4)=[O:22])[NH:15][C:14]3=[O:23])[CH:10]=[N:9]2)=[C:5]([CH3:24])[O:4][N:3]=1. The catalyst class is: 39. (6) Reactant: [Cl:1][C:2]1[CH:3]=[C:4]([C@H:9]2[C:18]3[C:13](=[CH:14][CH:15]=[CH:16][CH:17]=3)[C:12](=O)[C:11]([CH3:21])([CH3:20])[CH2:10]2)[CH:5]=[CH:6][C:7]=1[Cl:8].[OH2:22].[NH2:23]O.Cl.CCN(CC)CC. Product: [Cl:1][C:2]1[CH:3]=[C:4]([C@H:9]2[C:18]3[C:13](=[CH:14][CH:15]=[CH:16][CH:17]=3)/[C:12](=[N:23]\[OH:22])/[C:11]([CH3:21])([CH3:20])[CH2:10]2)[CH:5]=[CH:6][C:7]=1[Cl:8]. The catalyst class is: 61. (7) Reactant: [Cl:1][C:2]1[CH:10]=[CH:9][C:8]([C:11]2[N:12]([C:22]([O:24][C:25]([CH3:28])([CH3:27])[CH3:26])=[O:23])[C:13]3[C:18]([CH:19]=2)=[CH:17][C:16]([CH:20]=O)=[CH:15][CH:14]=3)=[C:7]2[C:3]=1[CH2:4][NH:5][C:6]2=[O:29].[NH2:30][CH2:31][C:32]1[CH:37]=[CH:36][CH:35]=[CH:34][N:33]=1.C(O[BH-](OC(=O)C)OC(=O)C)(=O)C.[Na+]. Product: [Cl:1][C:2]1[CH:10]=[CH:9][C:8]([C:11]2[N:12]([C:22]([O:24][C:25]([CH3:28])([CH3:27])[CH3:26])=[O:23])[C:13]3[C:18]([CH:19]=2)=[CH:17][C:16]([CH2:20][NH:30][CH2:31][C:32]2[CH:37]=[CH:36][CH:35]=[CH:34][N:33]=2)=[CH:15][CH:14]=3)=[C:7]2[C:3]=1[CH2:4][NH:5][C:6]2=[O:29]. The catalyst class is: 4.